From a dataset of Forward reaction prediction with 1.9M reactions from USPTO patents (1976-2016). Predict the product of the given reaction. (1) Given the reactants [CH3:1][C:2]1[C:7]([C:8]2[CH:9]=[N:10][C:11]([NH2:14])=[CH:12][CH:13]=2)=[CH:6][CH:5]=[C:4]([NH:15][C:16]([C:29]2[CH:34]=[CH:33][CH:32]=[CH:31][CH:30]=2)([C:23]2[CH:28]=[CH:27][CH:26]=[CH:25][CH:24]=2)[C:17]2[CH:22]=[CH:21][CH:20]=[CH:19][CH:18]=2)[N:3]=1.C1([O:41][C:42](=O)[NH:43][C:44]2[CH:48]=[C:47]([C:49]([CH3:52])([CH3:51])[CH3:50])[O:46][N:45]=2)C=CC=CC=1, predict the reaction product. The product is: [C:49]([C:47]1[O:46][N:45]=[C:44]([NH:43][C:42]([NH:14][C:11]2[N:10]=[CH:9][C:8]([C:7]3[C:2]([CH3:1])=[N:3][C:4]([NH:15][C:16]([C:29]4[CH:34]=[CH:33][CH:32]=[CH:31][CH:30]=4)([C:23]4[CH:24]=[CH:25][CH:26]=[CH:27][CH:28]=4)[C:17]4[CH:22]=[CH:21][CH:20]=[CH:19][CH:18]=4)=[CH:5][CH:6]=3)=[CH:13][CH:12]=2)=[O:41])[CH:48]=1)([CH3:52])([CH3:50])[CH3:51]. (2) Given the reactants [N:1]1([CH2:6][C:7]23[CH2:16][CH:11]4[CH2:12][CH:13]([CH2:15][C:9]([SH:17])([CH2:10]4)[CH2:8]2)[CH2:14]3)[CH:5]=[CH:4][CH:3]=[N:2]1.[CH3:18][O-].[Na+].IC, predict the reaction product. The product is: [CH3:18][S:17][C:9]12[CH2:10][CH:11]3[CH2:12][CH:13]([CH2:14][C:7]([CH2:6][N:1]4[CH:5]=[CH:4][CH:3]=[N:2]4)([CH2:16]3)[CH2:8]1)[CH2:15]2. (3) The product is: [ClH:53].[ClH:53].[CH3:22][C:23]1[CH:32]=[CH:31][C:30]2[C:25](=[CH:26][CH:27]=[CH:28][C:29]=2[N:33]2[CH2:38][CH2:37][N:36]([CH2:2][CH2:3][C:4]3[CH:13]=[CH:12][CH:11]=[C:10]4[C:5]=3[CH:6]=[CH:7][C:8]3[N:9]4[N:14]=[N:15][C:16]=3[C:17]([O:19][CH2:20][CH3:21])=[O:18])[CH2:35][CH2:34]2)[N:24]=1. Given the reactants O=[CH:2][CH2:3][C:4]1[CH:13]=[CH:12][CH:11]=[C:10]2[C:5]=1[CH:6]=[CH:7][C:8]1[N:9]2[N:14]=[N:15][C:16]=1[C:17]([O:19][CH2:20][CH3:21])=[O:18].[CH3:22][C:23]1[CH:32]=[CH:31][C:30]2[C:25](=[CH:26][CH:27]=[CH:28][C:29]=2[N:33]2[CH2:38][CH2:37][NH:36][CH2:35][CH2:34]2)[N:24]=1.C(O[BH-](OC(=O)C)OC(=O)C)(=O)C.[Na+].[Cl:53]CCCl, predict the reaction product. (4) Given the reactants Cl[C:2]1[C:7]([CH3:8])=[N:6][C:5]([CH3:9])=[CH:4][N:3]=1.[CH:10]1[C:18]2[C:17]3[CH:19]=[CH:20][CH:21]=[CH:22][C:16]=3[O:15][C:14]=2[C:13](B(O)O)=[CH:12][CH:11]=1.C(=O)([O-])[O-].[Na+].[Na+], predict the reaction product. The product is: [CH3:8][C:7]1[C:2]([C:22]2[C:16]3[O:15][C:14]4[CH:13]=[CH:12][CH:11]=[CH:10][C:18]=4[C:17]=3[CH:19]=[CH:20][CH:21]=2)=[N:3][CH:4]=[C:5]([CH3:9])[N:6]=1. (5) Given the reactants F[C:2]1[C:7]([C:8]2[N:16]=[C:15]([CH3:17])[N:14]=[C:13]3[C:9]=2[N:10]=[CH:11][N:12]3[CH:18]2[CH2:23][CH2:22][CH2:21][CH2:20][O:19]2)=[CH:6][CH:5]=[CH:4][N:3]=1.[NH2:24][C:25]1[CH:30]=[CH:29][C:28]([NH:31][C:32](=[O:34])[CH3:33])=[C:27]([Cl:35])[CH:26]=1.C[Si](N[Si](C)(C)C)(C)C.[Li].CO, predict the reaction product. The product is: [Cl:35][C:27]1[CH:26]=[C:25]([NH:24][C:2]2[C:7]([C:8]3[N:16]=[C:15]([CH3:17])[N:14]=[C:13]4[C:9]=3[N:10]=[CH:11][N:12]4[CH:18]3[CH2:23][CH2:22][CH2:21][CH2:20][O:19]3)=[CH:6][CH:5]=[CH:4][N:3]=2)[CH:30]=[CH:29][C:28]=1[NH:31][C:32](=[O:34])[CH3:33]. (6) Given the reactants [OH:1][C:2]1[CH:3]=[CH:4][C:5]([I:10])=[C:6]([CH:9]=1)[C:7]#[N:8].B.C1COCC1, predict the reaction product. The product is: [NH2:8][CH2:7][C:6]1[CH:9]=[C:2]([OH:1])[CH:3]=[CH:4][C:5]=1[I:10]. (7) Given the reactants Cl[C:2]1[CH:11]=[CH:10][C:5]([C:6]([O:8][CH3:9])=[O:7])=[CH:4][N:3]=1.C([Sn](CCCC)(CCCC)[C:17]([O:19]CC)=[CH2:18])CCC, predict the reaction product. The product is: [C:17]([C:2]1[CH:11]=[CH:10][C:5]([C:6]([O:8][CH3:9])=[O:7])=[CH:4][N:3]=1)(=[O:19])[CH3:18]. (8) Given the reactants Br[C:2]1[CH:3]=[C:4]([C:37]([O:39][CH3:40])=[O:38])[C:5]([F:36])=[C:6]([C@:8]2([CH3:35])[C@H:14]3[C@:12]([C:15]([O:17][CH3:18])=[O:16])([CH2:13]3)[S:11][C:10]([N:19]([C:28]([O:30][C:31]([CH3:34])([CH3:33])[CH3:32])=[O:29])[CH2:20][O:21][CH2:22][CH2:23][Si:24]([CH3:27])([CH3:26])[CH3:25])=[N:9]2)[CH:7]=1.[N-:41]=[N+]=[N-].[Na+].O[C@H]([C@@H]1C([O-])=C(O)C(=O)O1)CO.[Na+].CN[C@@H]1CCCC[C@H]1NC.[Br-].CP(C)C, predict the reaction product. The product is: [NH2:41][C:2]1[CH:3]=[C:4]([C:37]([O:39][CH3:40])=[O:38])[C:5]([F:36])=[C:6]([C@:8]2([CH3:35])[C@H:14]3[C@:12]([C:15]([O:17][CH3:18])=[O:16])([CH2:13]3)[S:11][C:10]([N:19]([C:28]([O:30][C:31]([CH3:34])([CH3:33])[CH3:32])=[O:29])[CH2:20][O:21][CH2:22][CH2:23][Si:24]([CH3:27])([CH3:26])[CH3:25])=[N:9]2)[CH:7]=1. (9) Given the reactants [Cl:1][C:2]1[C:7]([S:8]([CH3:11])(=[O:10])=[O:9])=[CH:6][C:5]([C:12]2[N:13]([C:33](Cl)=[O:34])[C@@:14]([C:26]3[CH:31]=[CH:30][C:29]([Cl:32])=[CH:28][CH:27]=3)([CH3:25])[C@@:15]([C:18]3[CH:23]=[CH:22][C:21]([Cl:24])=[CH:20][CH:19]=3)([CH3:17])[N:16]=2)=[C:4]([O:36][CH2:37][CH3:38])[CH:3]=1.[NH:39]1[CH2:44][CH2:43][CH:42]([NH:45][C:46]([N:48]2[CH2:52][CH2:51][CH2:50][CH2:49]2)=[O:47])[CH2:41][CH2:40]1, predict the reaction product. The product is: [Cl:1][C:2]1[C:7]([S:8]([CH3:11])(=[O:9])=[O:10])=[CH:6][C:5]([C:12]2[N:13]([C:33]([N:39]3[CH2:40][CH2:41][CH:42]([NH:45][C:46]([N:48]4[CH2:52][CH2:51][CH2:50][CH2:49]4)=[O:47])[CH2:43][CH2:44]3)=[O:34])[C@@:14]([C:26]3[CH:31]=[CH:30][C:29]([Cl:32])=[CH:28][CH:27]=3)([CH3:25])[C@@:15]([C:18]3[CH:19]=[CH:20][C:21]([Cl:24])=[CH:22][CH:23]=3)([CH3:17])[N:16]=2)=[C:4]([O:36][CH2:37][CH3:38])[CH:3]=1.